This data is from Full USPTO retrosynthesis dataset with 1.9M reactions from patents (1976-2016). The task is: Predict the reactants needed to synthesize the given product. (1) Given the product [OH:16][CH2:15][CH2:14][NH:21][CH2:20][C:19]([NH:1][C:2]1[CH:7]=[CH:6][CH:5]=[CH:4][CH:3]=1)=[O:18], predict the reactants needed to synthesize it. The reactants are: [NH2:1][C:2]1[CH:7]=[CH:6][CH:5]=[CH:4][CH:3]=1.C(=O)([O-])O.[K+].Cl[CH2:14][C:15](Cl)=[O:16].[OH:18][CH2:19][CH2:20][NH2:21]. (2) Given the product [O:16]1[CH2:15][CH2:14][CH2:13][O:17][CH:11]1[C:8]1[CH:9]=[CH:10][C:5]([C:3]([OH:4])=[O:2])=[CH:6][CH:7]=1, predict the reactants needed to synthesize it. The reactants are: C[O:2][C:3]([C:5]1[CH:10]=[CH:9][C:8]([CH:11]=O)=[CH:7][CH:6]=1)=[O:4].[CH2:13]([OH:17])[CH2:14][CH2:15][OH:16].CO.[OH-].[Na+]. (3) Given the product [CH3:1][O:2][C:3](=[O:32])[NH:4][CH:5]([C:9]([N:11]1[CH2:12][C:13](=[O:14])[CH2:18][CH:19]1[C:20]1[NH:21][C:22]([C:25]2[CH:26]=[CH:27][C:28]([Br:31])=[CH:29][CH:30]=2)=[CH:23][N:24]=1)=[O:10])[CH:6]([CH3:8])[CH3:7], predict the reactants needed to synthesize it. The reactants are: [CH3:1][O:2][C:3](=[O:32])[NH:4][CH:5]([C:9]([N:11]1[CH:19]([C:20]2[NH:21][C:22]([C:25]3[CH:30]=[CH:29][C:28]([Br:31])=[CH:27][CH:26]=3)=[CH:23][N:24]=2)[CH2:18][C:13]2(OCC[O:14]2)[CH2:12]1)=[O:10])[CH:6]([CH3:8])[CH3:7].O.CC1C=CC(S(O)(=O)=O)=CC=1.O.CC1C=CC(S(O)(=O)=O)=CC=1.